This data is from NCI-60 drug combinations with 297,098 pairs across 59 cell lines. The task is: Regression. Given two drug SMILES strings and cell line genomic features, predict the synergy score measuring deviation from expected non-interaction effect. (1) Drug 1: CC1OCC2C(O1)C(C(C(O2)OC3C4COC(=O)C4C(C5=CC6=C(C=C35)OCO6)C7=CC(=C(C(=C7)OC)O)OC)O)O. Drug 2: COC1=NC(=NC2=C1N=CN2C3C(C(C(O3)CO)O)O)N. Cell line: HOP-62. Synergy scores: CSS=49.1, Synergy_ZIP=6.97, Synergy_Bliss=10.2, Synergy_Loewe=-27.3, Synergy_HSA=8.49. (2) Drug 1: C1=CC(=CC=C1CC(C(=O)O)N)N(CCCl)CCCl.Cl. Drug 2: CC1CCC2CC(C(=CC=CC=CC(CC(C(=O)C(C(C(=CC(C(=O)CC(OC(=O)C3CCCCN3C(=O)C(=O)C1(O2)O)C(C)CC4CCC(C(C4)OC)OCCO)C)C)O)OC)C)C)C)OC. Cell line: CCRF-CEM. Synergy scores: CSS=53.0, Synergy_ZIP=3.59, Synergy_Bliss=3.99, Synergy_Loewe=-5.40, Synergy_HSA=4.28. (3) Drug 1: C1C(C(OC1N2C=C(C(=O)NC2=O)F)CO)O. Drug 2: CCN(CC)CCNC(=O)C1=C(NC(=C1C)C=C2C3=C(C=CC(=C3)F)NC2=O)C. Cell line: COLO 205. Synergy scores: CSS=36.4, Synergy_ZIP=5.12, Synergy_Bliss=6.15, Synergy_Loewe=-12.6, Synergy_HSA=5.17. (4) Drug 1: CN(CC1=CN=C2C(=N1)C(=NC(=N2)N)N)C3=CC=C(C=C3)C(=O)NC(CCC(=O)O)C(=O)O. Drug 2: CS(=O)(=O)OCCCCOS(=O)(=O)C. Cell line: LOX IMVI. Synergy scores: CSS=40.3, Synergy_ZIP=3.07, Synergy_Bliss=-1.01, Synergy_Loewe=-10.7, Synergy_HSA=-1.07. (5) Drug 1: CC1=C(C=C(C=C1)C(=O)NC2=CC(=CC(=C2)C(F)(F)F)N3C=C(N=C3)C)NC4=NC=CC(=N4)C5=CN=CC=C5. Drug 2: CC1C(C(CC(O1)OC2CC(CC3=C2C(=C4C(=C3O)C(=O)C5=C(C4=O)C(=CC=C5)OC)O)(C(=O)CO)O)N)O.Cl. Cell line: A549. Synergy scores: CSS=20.3, Synergy_ZIP=-4.55, Synergy_Bliss=1.28, Synergy_Loewe=-19.9, Synergy_HSA=0.216.